This data is from Full USPTO retrosynthesis dataset with 1.9M reactions from patents (1976-2016). The task is: Predict the reactants needed to synthesize the given product. Given the product [CH:11]1([CH2:14][N:15]2[CH2:20][CH2:19][CH:18]([O:21][CH:22]3[CH2:23][CH2:24][N:25]([C:7]4[CH:8]=[CH:9][C:4]([C:2](=[O:3])[CH3:1])=[CH:5][CH:6]=4)[CH2:26][CH2:27]3)[CH2:17][CH2:16]2)[CH2:12][CH2:13]1, predict the reactants needed to synthesize it. The reactants are: [CH3:1][C:2]([C:4]1[CH:9]=[CH:8][C:7](F)=[CH:6][CH:5]=1)=[O:3].[CH:11]1([CH2:14][N:15]2[CH2:20][CH2:19][CH:18]([O:21][CH:22]3[CH2:27][CH2:26][NH:25][CH2:24][CH2:23]3)[CH2:17][CH2:16]2)[CH2:13][CH2:12]1.C(=O)([O-])[O-].[K+].[K+].